From a dataset of Reaction yield outcomes from USPTO patents with 853,638 reactions. Predict the reaction yield, written as a fraction of the theoretical maximum amount of product (1.0 means a 100% yield; for example, 0.34 means a 34% yield). (1) The reactants are [F:1][C:2]([F:53])([F:52])[C:3]1[CH:4]=[C:5]([CH:49]=[CH:50][CH:51]=1)[CH2:6][NH:7][C:8]([C:10]1[CH:15]=[CH:14][N:13]=[C:12]([C:16]2[CH:21]=[C:20]([N:22]([CH2:26][CH2:27][CH3:28])[CH2:23][CH2:24][CH3:25])[CH:19]=[CH:18][C:17]=2[NH:29][C:30]([C:32]2[CH:33]=[C:34]([CH:46]=[CH:47][CH:48]=2)[CH2:35][S:36][CH2:37][CH2:38][C:39]([O:41]C(C)(C)C)=[O:40])=[O:31])[CH:11]=1)=[O:9].FC(F)(F)C(O)=O. The product is [CH2:26]([N:22]([CH2:23][CH2:24][CH3:25])[C:20]1[CH:19]=[CH:18][C:17]([NH:29][C:30]([C:32]2[CH:33]=[C:34]([CH:46]=[CH:47][CH:48]=2)[CH2:35][S:36][CH2:37][CH2:38][C:39]([OH:41])=[O:40])=[O:31])=[C:16]([C:12]2[CH:11]=[C:10]([C:8](=[O:9])[NH:7][CH2:6][C:5]3[CH:49]=[CH:50][CH:51]=[C:3]([C:2]([F:53])([F:1])[F:52])[CH:4]=3)[CH:15]=[CH:14][N:13]=2)[CH:21]=1)[CH2:27][CH3:28]. The yield is 0.300. The catalyst is ClCCl. (2) The reactants are [N+:1]([C:4]1[CH:23]=[CH:22][C:7]([O:8][CH:9]2[CH2:14][CH2:13][N:12](C(OC(C)(C)C)=O)[CH2:11][CH2:10]2)=[C:6]([C:24]([F:27])([F:26])[F:25])[CH:5]=1)([O-:3])=[O:2].Cl. The catalyst is C(Cl)Cl.O1CCOCC1.CCOC(C)=O. The product is [N+:1]([C:4]1[CH:23]=[CH:22][C:7]([O:8][CH:9]2[CH2:14][CH2:13][NH:12][CH2:11][CH2:10]2)=[C:6]([C:24]([F:27])([F:25])[F:26])[CH:5]=1)([O-:3])=[O:2]. The yield is 0.900. (3) The reactants are [CH2:1]([Mg]Br)[CH3:2].[CH2:5]([O:7][C:8]1[CH:9]=[C:10]([CH:16]=[CH:17][C:18]=1[O:19][CH2:20][CH3:21])[C:11](OCC)=O)[CH3:6].[Cl-].[NH4+].S(=O)(=O)(O)O.[OH-].[Na+].[CH3:31][CH2:32]OCC. The catalyst is C1COCC1.C(OCC)(=O)C. The product is [CH2:31](/[C:11](/[C:10]1[CH:16]=[CH:17][C:18]([O:19][CH2:20][CH3:21])=[C:8]([O:7][CH2:5][CH3:6])[CH:9]=1)=[CH:1]/[CH3:2])[CH3:32]. The yield is 1.00. (4) The reactants are [CH3:1][O:2][C:3]1[N:7]([C:8]2[CH:13]=[CH:12][C:11]([C:14](=[O:23])[NH:15][CH2:16][CH:17]3[CH2:22][CH2:21][O:20][CH2:19][CH2:18]3)=[CH:10][N:9]=2)[N:6]=[CH:5][C:4]=1C(O)=O.C(=O)(O)[O-].[Na+].[Br:32]N1C(=O)CCC1=O. The catalyst is CN(C=O)C.O. The product is [Br:32][C:4]1[CH:5]=[N:6][N:7]([C:8]2[CH:13]=[CH:12][C:11]([C:14]([NH:15][CH2:16][CH:17]3[CH2:22][CH2:21][O:20][CH2:19][CH2:18]3)=[O:23])=[CH:10][N:9]=2)[C:3]=1[O:2][CH3:1]. The yield is 0.840. (5) The reactants are CO[C:3]([C:5]1[NH:6][N:7]=[C:8]([O:10][CH2:11][C:12]2[C:13]([CH2:18][CH2:19][CH2:20][CH3:21])=[N:14][O:15][C:16]=2[CH3:17])[CH:9]=1)=[O:4].COC(C1NN=C(OC[C:33]2[C:34]([C:39]3[CH:44]=CC=CC=3)=[N:35][O:36][C:37]=2C)C=1)=O.NC1CCOCC1. No catalyst specified. The product is [O:36]1[CH2:44][CH2:39][CH:34]([NH:35][C:3]([C:5]2[NH:6][N:7]=[C:8]([O:10][CH2:11][C:12]3[C:13]([CH2:18][CH2:19][CH2:20][CH3:21])=[N:14][O:15][C:16]=3[CH3:17])[CH:9]=2)=[O:4])[CH2:33][CH2:37]1. The yield is 0.190. (6) The reactants are [ClH:1].[CH3:2][N:3](C)CCCN=C=NCC.ON1C2C=CC=CC=2N=N1.[CH3:23][CH:24]([CH3:65])[CH2:25][CH2:26][N:27]([CH2:60][CH2:61][CH:62]([CH3:64])[CH3:63])[C:28]([C:30]1[CH:31]=[CH:32][C:33]2[N:37]=[C:36]([NH:38][C:39]3[CH:47]=[CH:46][C:42]([C:43](O)=[O:44])=[CH:41][CH:40]=3)[N:35]([CH2:48][CH2:49][CH2:50][NH:51]C(OC(C)(C)C)=O)[C:34]=2[CH:59]=1)=[O:29].CN.Cl. The catalyst is C(Cl)(Cl)Cl.O1CCCC1.ClCCl.C(OCC)(=O)C. The product is [ClH:1].[ClH:1].[NH2:51][CH2:50][CH2:49][CH2:48][N:35]1[C:34]2[CH:59]=[C:30]([C:28]([N:27]([CH2:26][CH2:25][CH:24]([CH3:23])[CH3:65])[CH2:60][CH2:61][CH:62]([CH3:64])[CH3:63])=[O:29])[CH:31]=[CH:32][C:33]=2[N:37]=[C:36]1[NH:38][C:39]1[CH:40]=[CH:41][C:42]([C:43]([NH:3][CH3:2])=[O:44])=[CH:46][CH:47]=1. The yield is 0.600. (7) The reactants are [CH2:1]([O:3][C:4](=[O:17])[CH:5]=[C:6]1[C:14]2[C:9](=[CH:10][CH:11]=[C:12]([O:15][CH3:16])[CH:13]=2)[CH2:8][CH2:7]1)[CH3:2]. The catalyst is CO.[Pd]. The product is [CH2:1]([O:3][C:4](=[O:17])[CH2:5][CH:6]1[C:14]2[C:9](=[CH:10][CH:11]=[C:12]([O:15][CH3:16])[CH:13]=2)[CH2:8][CH2:7]1)[CH3:2]. The yield is 0.940.